Task: Predict which catalyst facilitates the given reaction.. Dataset: Catalyst prediction with 721,799 reactions and 888 catalyst types from USPTO Reactant: [Br:1][C:2]1[CH:10]=[C:9]([N+:11]([O-:13])=[O:12])[CH:8]=[CH:7][C:3]=1[C:4]([OH:6])=[O:5].C(C1NC=CN=1)(C1NC=CN=1)=O.[C:26](O)([CH3:29])([CH3:28])[CH3:27].C1CCN2C(=NCCC2)CC1. Product: [Br:1][C:2]1[CH:10]=[C:9]([N+:11]([O-:13])=[O:12])[CH:8]=[CH:7][C:3]=1[C:4]([O:6][C:26]([CH3:29])([CH3:28])[CH3:27])=[O:5]. The catalyst class is: 116.